Dataset: Peptide-MHC class I binding affinity with 185,985 pairs from IEDB/IMGT. Task: Regression. Given a peptide amino acid sequence and an MHC pseudo amino acid sequence, predict their binding affinity value. This is MHC class I binding data. (1) The peptide sequence is TTSDFFVNY. The MHC is HLA-A69:01 with pseudo-sequence HLA-A69:01. The binding affinity (normalized) is 0.0847. (2) The peptide sequence is SLVENNFFT. The MHC is H-2-Db with pseudo-sequence H-2-Db. The binding affinity (normalized) is 0.150. (3) The peptide sequence is ACQGVGGPGHK. The MHC is HLA-B08:01 with pseudo-sequence HLA-B08:01. The binding affinity (normalized) is 0. (4) The peptide sequence is SIFRFLNI. The MHC is H-2-Db with pseudo-sequence H-2-Db. The binding affinity (normalized) is 0. (5) The peptide sequence is AVSRGTAKL. The MHC is HLA-B35:01 with pseudo-sequence HLA-B35:01. The binding affinity (normalized) is 0.0847. (6) The peptide sequence is LMRNHLRDLM. The MHC is H-2-Kb with pseudo-sequence H-2-Kb. The binding affinity (normalized) is 0.0644.